Dataset: Catalyst prediction with 721,799 reactions and 888 catalyst types from USPTO. Task: Predict which catalyst facilitates the given reaction. Reactant: [N:1]1[CH:6]=[CH:5][CH:4]=[C:3]([C:7]([NH:9][C:10](=[O:14])OCC)=S)[CH:2]=1.[CH3:15][NH:16][NH2:17]. Product: [CH3:15][N:16]1[C:10]([OH:14])=[N:9][C:7]([C:3]2[CH:2]=[N:1][CH:6]=[CH:5][CH:4]=2)=[N:17]1. The catalyst class is: 1.